From a dataset of Catalyst prediction with 721,799 reactions and 888 catalyst types from USPTO. Predict which catalyst facilitates the given reaction. (1) Reactant: [NH2:1][C:2]1[CH:36]=[CH:35][C:5]([O:6][C:7]2[C:16]3[C:11](=[CH:12][C:13]([O:19][CH2:20][CH2:21][CH:22]4[CH2:27][CH2:26][N:25]([C:28]([O:30][C:31]([CH3:34])([CH3:33])[CH3:32])=[O:29])[CH2:24][CH2:23]4)=[C:14]([C:17]#[N:18])[CH:15]=3)[N:10]=[CH:9][CH:8]=2)=[CH:4][C:3]=1[Cl:37].[N:38]1[CH:43]=C[CH:41]=[CH:40][CH:39]=1.ClC(OC1C=CC=CC=1)=[O:46].C1(N)CC1.C(=O)(O)[O-].[Na+]. Product: [Cl:37][C:3]1[CH:4]=[C:5]([CH:35]=[CH:36][C:2]=1[NH:1][C:43]([NH:38][CH:39]1[CH2:41][CH2:40]1)=[O:46])[O:6][C:7]1[C:16]2[C:11](=[CH:12][C:13]([O:19][CH2:20][CH2:21][CH:22]3[CH2:23][CH2:24][N:25]([C:28]([O:30][C:31]([CH3:34])([CH3:32])[CH3:33])=[O:29])[CH2:26][CH2:27]3)=[C:14]([C:17]#[N:18])[CH:15]=2)[N:10]=[CH:9][CH:8]=1. The catalyst class is: 42. (2) Reactant: C([O:3][C:4]([C:6]1[N:7]=[C:8]([NH:11][C:12]2[CH:13]=[N:14][CH:15]=[CH:16][CH:17]=2)[S:9][CH:10]=1)=[O:5])C.O1CCCC1.[OH-].[Na+]. Product: [N:14]1[CH:15]=[CH:16][CH:17]=[C:12]([NH:11][C:8]2[S:9][CH:10]=[C:6]([C:4]([OH:5])=[O:3])[N:7]=2)[CH:13]=1. The catalyst class is: 5.